From a dataset of Full USPTO retrosynthesis dataset with 1.9M reactions from patents (1976-2016). Predict the reactants needed to synthesize the given product. (1) Given the product [CH2:7]([C:9]1[C:20]([CH2:21][OH:22])=[C:12]2[C:13]3[CH2:19][CH2:18][O:17][C:14]=3[CH:15]=[CH:16][N:11]2[N:10]=1)[CH3:8], predict the reactants needed to synthesize it. The reactants are: [H-].[Al+3].[Li+].[H-].[H-].[H-].[CH2:7]([C:9]1[C:20]([C:21](OCC)=[O:22])=[C:12]2[C:13]3[CH2:19][CH2:18][O:17][C:14]=3[CH:15]=[CH:16][N:11]2[N:10]=1)[CH3:8].O.O.O.O.O.O.O.O.O.O.S([O-])([O-])(=O)=O.[Na+].[Na+]. (2) Given the product [C:2]([C:6]1[CH:7]=[C:8]([S:22]([NH:25][C:26](=[O:32])[O:27][C:28]([CH3:29])([CH3:31])[CH3:30])(=[O:24])=[O:23])[CH:9]=[CH:10][C:11]=1[O:12][C:13]1[CH:18]=[CH:17][C:16]([S:19][CH3:20])=[C:15]([CH3:21])[CH:14]=1)(=[O:1])[CH:3]([CH3:4])[CH3:5], predict the reactants needed to synthesize it. The reactants are: [OH:1][CH:2]([C:6]1[CH:7]=[C:8]([S:22]([NH:25][C:26](=[O:32])[O:27][C:28]([CH3:31])([CH3:30])[CH3:29])(=[O:24])=[O:23])[CH:9]=[CH:10][C:11]=1[O:12][C:13]1[CH:18]=[CH:17][C:16]([S:19][CH3:20])=[C:15]([CH3:21])[CH:14]=1)[CH:3]([CH3:5])[CH3:4].CC(OI1(OC(C)=O)(OC(C)=O)OC(=O)C2C=CC=CC1=2)=O. (3) Given the product [N:30]1([CH2:36][CH2:37][NH:38][C:27]([CH:9]2[CH:8]([C:4]3[CH:5]=[CH:6][CH:7]=[C:2]([Cl:1])[CH:3]=3)[C:12]([C:15]3[CH:16]=[CH:17][C:18]([Cl:21])=[CH:19][CH:20]=3)([C:13]#[N:14])[CH:11]([CH2:22][C:23]([CH3:26])([CH3:25])[CH3:24])[NH:10]2)=[O:29])[CH2:35][CH2:34][NH:33][CH2:32][CH2:31]1, predict the reactants needed to synthesize it. The reactants are: [Cl:1][C:2]1[CH:3]=[C:4]([CH:8]2[C:12]([C:15]3[CH:20]=[CH:19][C:18]([Cl:21])=[CH:17][CH:16]=3)([C:13]#[N:14])[CH:11]([CH2:22][C:23]([CH3:26])([CH3:25])[CH3:24])[NH:10][CH:9]2[C:27]([OH:29])=O)[CH:5]=[CH:6][CH:7]=1.[N:30]1([CH2:36][CH2:37][NH2:38])[CH2:35][CH2:34][NH:33][CH2:32][CH2:31]1.CN(C(ON1N=NC2C=CC=NC1=2)=[N+](C)C)C.F[P-](F)(F)(F)(F)F.CCN(C(C)C)C(C)C.